This data is from Full USPTO retrosynthesis dataset with 1.9M reactions from patents (1976-2016). The task is: Predict the reactants needed to synthesize the given product. Given the product [CH2:12]([O:11][CH:4]([O:3][CH2:1][CH3:2])[C:5]#[C:6][C:7](=[O:10])[CH2:8][CH3:9])[CH3:13], predict the reactants needed to synthesize it. The reactants are: [CH2:1]([O:3][CH:4]([O:11][CH2:12][CH3:13])[C:5]#[C:6][CH:7]([OH:10])[CH2:8][CH3:9])[CH3:2].